This data is from Full USPTO retrosynthesis dataset with 1.9M reactions from patents (1976-2016). The task is: Predict the reactants needed to synthesize the given product. (1) Given the product [CH:32]1([NH:38][C:2]2[CH:22]=[CH:21][C:5]([C:6]([O:8][CH2:9][CH2:10][O:11][CH2:12][CH2:13][C:14]([O:16][C:17]([CH3:20])([CH3:19])[CH3:18])=[O:15])=[O:7])=[CH:4][C:3]=2[N+:23]([O-:25])=[O:24])[CH2:37][CH2:36][CH2:35][CH2:34][CH2:33]1, predict the reactants needed to synthesize it. The reactants are: Cl[C:2]1[CH:22]=[CH:21][C:5]([C:6]([O:8][CH2:9][CH2:10][O:11][CH2:12][CH2:13][C:14]([O:16][C:17]([CH3:20])([CH3:19])[CH3:18])=[O:15])=[O:7])=[CH:4][C:3]=1[N+:23]([O-:25])=[O:24].C([O-])([O-])=O.[K+].[K+].[CH:32]1([NH2:38])[CH2:37][CH2:36][CH2:35][CH2:34][CH2:33]1. (2) Given the product [CH3:13][N:10]1[CH:11]=[N:12][C:8]([C:5]2[CH:6]=[CH:7][C:2]([C:24]3[CH2:25][CH2:26][N:21]([C:19]([O:18][C:14]([CH3:17])([CH3:16])[CH3:15])=[O:20])[CH2:22][CH:23]=3)=[N:3][CH:4]=2)=[N:9]1, predict the reactants needed to synthesize it. The reactants are: Cl[C:2]1[CH:7]=[CH:6][C:5]([C:8]2[N:12]=[CH:11][N:10]([CH3:13])[N:9]=2)=[CH:4][N:3]=1.[C:14]([O:18][C:19]([N:21]1[CH2:26][CH:25]=[C:24](B(O)O)[CH2:23][CH2:22]1)=[O:20])([CH3:17])([CH3:16])[CH3:15].C(=O)([O-])[O-].[Cs+].[Cs+]. (3) Given the product [N:24]1([CH:29]2[CH2:21][CH2:22][N:24]([CH2:25][CH2:26][CH2:64][NH:63][C:62]([CH2:61][NH:60][C:58](=[O:59])[C:57]3[CH:56]=[CH:55][C:54]([S:51](=[O:53])(=[O:52])[NH:50][C:45]4[CH:46]=[CH:47][CH:48]=[CH:49][C:44]=4[O:43][C:42]4[CH:74]=[CH:75][CH:39]=[CH:40][CH:41]=4)=[CH:73][CH:72]=3)=[O:71])[CH2:18][CH2:30]2)[CH2:33][CH2:32][CH2:29][CH2:21][CH2:22]1, predict the reactants needed to synthesize it. The reactants are: O(C1C=CC=CC=1NS([C:18]1[CH:30]=[CH:29][C:21]([C:22]([NH:24][CH2:25][C:26](O)=O)=O)=CC=1)(=O)=O)C1C=CC=CC=1.F[C:32](F)(F)[C:33](O)=O.Br[C:39]1[CH:75]=[CH:74][C:42]([O:43][C:44]2[CH:49]=[CH:48][CH:47]=[CH:46][C:45]=2[NH:50][S:51]([C:54]2[CH:73]=[CH:72][C:57]([C:58]([NH:60][CH2:61][C:62](=[O:71])[NH:63][CH2:64]C3CCNCC3)=[O:59])=[CH:56][CH:55]=2)(=[O:53])=[O:52])=[CH:41][CH:40]=1. (4) The reactants are: [CH:1]([C:4]1[N:5]=[C:6]([C:9]2[CH:18]=[C:17]([O:19][CH2:20][CH2:21][C@@H:22]3[NH:36][C:35](=[O:37])[N:34]([CH3:38])[CH2:33][CH2:32][CH2:31][CH2:30][CH:29]=[CH:28][C@H:27]4[C@@:25]([C:39]([OH:41])=O)([CH2:26]4)[NH:24][C:23]3=[O:42])[C:16]3[C:11](=[C:12]([F:45])[C:13]([O:43][CH3:44])=[CH:14][CH:15]=3)[N:10]=2)[S:7][CH:8]=1)([CH3:3])[CH3:2].[CH:46]1([S:49]([NH-:52])(=[O:51])=[O:50])[CH2:48][CH2:47]1. Given the product [CH:1]([C:4]1[N:5]=[C:6]([C:9]2[CH:18]=[C:17]([O:19][CH2:20][CH2:21][C@@H:22]3[NH:36][C:35](=[O:37])[N:34]([CH3:38])[CH2:33][CH2:32][CH2:31][CH2:30][CH:29]=[CH:28][C@H:27]4[C@@:25]([C:39]([NH:52][S:49]([CH:46]5[CH2:48][CH2:47]5)(=[O:51])=[O:50])=[O:41])([CH2:26]4)[NH:24][C:23]3=[O:42])[C:16]3[C:11](=[C:12]([F:45])[C:13]([O:43][CH3:44])=[CH:14][CH:15]=3)[N:10]=2)[S:7][CH:8]=1)([CH3:3])[CH3:2], predict the reactants needed to synthesize it. (5) Given the product [CH:35]1([C:6]([N:8]2[CH2:12][CH2:11][C@@H:10]([CH2:13][C:14]([NH:16][C:17]3[N:21]([CH3:22])[N:20]=[CH:19][C:18]=3[C:23]([O:25][CH2:26][CH3:27])=[O:24])=[O:15])[CH2:9]2)=[O:7])[CH2:37][CH2:36]1, predict the reactants needed to synthesize it. The reactants are: CC(O[C:6]([N:8]1[CH2:12][CH2:11][C@@H:10]([CH2:13][C:14]([NH:16][C:17]2[N:21]([CH3:22])[N:20]=[CH:19][C:18]=2[C:23]([O:25][CH2:26][CH3:27])=[O:24])=[O:15])[CH2:9]1)=[O:7])(C)C.Cl.CCN([CH:35]([CH3:37])[CH3:36])C(C)C.C1(C(Cl)=O)CC1. (6) The reactants are: C(N(CC)CC)C.[CH3:8][O:9][C:10](=[O:18])[C:11]1[CH:16]=[CH:15][CH:14]=[CH:13][C:12]=1[SH:17].[C:19](Cl)([C:32]1[CH:37]=[CH:36][CH:35]=[CH:34][CH:33]=1)([C:26]1[CH:31]=[CH:30][CH:29]=[CH:28][CH:27]=1)[C:20]1[CH:25]=[CH:24][CH:23]=[CH:22][CH:21]=1. Given the product [CH3:8][O:9][C:10](=[O:18])[C:11]1[CH:16]=[CH:15][CH:14]=[CH:13][C:12]=1[S:17][C:19]([C:20]1[CH:25]=[CH:24][CH:23]=[CH:22][CH:21]=1)([C:32]1[CH:33]=[CH:34][CH:35]=[CH:36][CH:37]=1)[C:26]1[CH:27]=[CH:28][CH:29]=[CH:30][CH:31]=1, predict the reactants needed to synthesize it. (7) Given the product [Cl:1][C:2]1[CH:3]=[C:4]([CH:16]=[CH:17][CH:18]=1)[O:5][C:6]1[C:11]([F:12])=[CH:10][C:9]([CH2:13][O:14][C:20]2[CH:31]=[C:24]3[N:25]([CH3:30])[C@@H:26]([CH3:29])[CH2:27][CH2:28][N:23]3[C:22](=[O:32])[N:21]=2)=[CH:8][C:7]=1[F:15], predict the reactants needed to synthesize it. The reactants are: [Cl:1][C:2]1[CH:3]=[C:4]([CH:16]=[CH:17][CH:18]=1)[O:5][C:6]1[C:11]([F:12])=[CH:10][C:9]([CH2:13][OH:14])=[CH:8][C:7]=1[F:15].Cl[C:20]1[CH:31]=[C:24]2[N:25]([CH3:30])[C@@H:26]([CH3:29])[CH2:27][CH2:28][N:23]2[C:22](=[O:32])[N:21]=1.